From a dataset of NCI-60 drug combinations with 297,098 pairs across 59 cell lines. Regression. Given two drug SMILES strings and cell line genomic features, predict the synergy score measuring deviation from expected non-interaction effect. (1) Drug 1: C1=CC(=CC=C1CC(C(=O)O)N)N(CCCl)CCCl.Cl. Drug 2: C1=CC(=CC=C1C#N)C(C2=CC=C(C=C2)C#N)N3C=NC=N3. Cell line: SW-620. Synergy scores: CSS=26.9, Synergy_ZIP=-5.10, Synergy_Bliss=2.68, Synergy_Loewe=-7.79, Synergy_HSA=-0.563. (2) Drug 1: CC12CCC3C(C1CCC2=O)CC(=C)C4=CC(=O)C=CC34C. Drug 2: N.N.Cl[Pt+2]Cl. Cell line: SNB-19. Synergy scores: CSS=47.7, Synergy_ZIP=0.460, Synergy_Bliss=-0.287, Synergy_Loewe=-1.52, Synergy_HSA=-2.11.